Dataset: NCI-60 drug combinations with 297,098 pairs across 59 cell lines. Task: Regression. Given two drug SMILES strings and cell line genomic features, predict the synergy score measuring deviation from expected non-interaction effect. (1) Drug 1: C(=O)(N)NO. Drug 2: N.N.Cl[Pt+2]Cl. Cell line: MCF7. Synergy scores: CSS=25.9, Synergy_ZIP=-6.75, Synergy_Bliss=0.616, Synergy_Loewe=-12.0, Synergy_HSA=-1.17. (2) Drug 1: CC12CCC3C(C1CCC2=O)CC(=C)C4=CC(=O)C=CC34C. Drug 2: CC1=C(C=C(C=C1)C(=O)NC2=CC(=CC(=C2)C(F)(F)F)N3C=C(N=C3)C)NC4=NC=CC(=N4)C5=CN=CC=C5. Cell line: U251. Synergy scores: CSS=59.3, Synergy_ZIP=1.57, Synergy_Bliss=0.632, Synergy_Loewe=-0.164, Synergy_HSA=-0.640. (3) Drug 1: C1C(C(OC1N2C=C(C(=O)NC2=O)F)CO)O. Drug 2: CCCCC(=O)OCC(=O)C1(CC(C2=C(C1)C(=C3C(=C2O)C(=O)C4=C(C3=O)C=CC=C4OC)O)OC5CC(C(C(O5)C)O)NC(=O)C(F)(F)F)O. Cell line: HL-60(TB). Synergy scores: CSS=38.5, Synergy_ZIP=-1.02, Synergy_Bliss=-7.78, Synergy_Loewe=-11.0, Synergy_HSA=-10.8. (4) Drug 1: CN(C)C1=NC(=NC(=N1)N(C)C)N(C)C. Drug 2: C1=CC(=CC=C1CC(C(=O)O)N)N(CCCl)CCCl.Cl. Cell line: SF-295. Synergy scores: CSS=10.6, Synergy_ZIP=-3.53, Synergy_Bliss=0.775, Synergy_Loewe=1.32, Synergy_HSA=1.41.